Dataset: Peptide-MHC class I binding affinity with 185,985 pairs from IEDB/IMGT. Task: Regression. Given a peptide amino acid sequence and an MHC pseudo amino acid sequence, predict their binding affinity value. This is MHC class I binding data. (1) The peptide sequence is VTFQGKFKK. The MHC is HLA-B08:01 with pseudo-sequence HLA-B08:01. The binding affinity (normalized) is 0.0847. (2) The peptide sequence is SRKASNTIL. The MHC is HLA-A02:01 with pseudo-sequence HLA-A02:01. The binding affinity (normalized) is 0.0847.